The task is: Predict the reactants needed to synthesize the given product.. This data is from Full USPTO retrosynthesis dataset with 1.9M reactions from patents (1976-2016). (1) Given the product [Cl:1][C:2]1[CH:7]=[C:6]([Cl:8])[CH:5]=[C:4]([Cl:9])[C:3]=1[CH2:10][O:11][C:13]1[CH:18]=[CH:17][C:16]2[C:19]3([CH2:35][O:36][C:15]=2[CH:14]=1)[CH2:24][CH2:23][N:22]([CH2:25][CH2:26][CH2:27][C:28]([O:30][C:31]([CH3:32])([CH3:33])[CH3:34])=[O:29])[CH2:21][CH2:20]3, predict the reactants needed to synthesize it. The reactants are: [Cl:1][C:2]1[CH:7]=[C:6]([Cl:8])[CH:5]=[C:4]([Cl:9])[C:3]=1[CH2:10][OH:11].O[C:13]1[CH:18]=[CH:17][C:16]2[C:19]3([CH2:35][O:36][C:15]=2[CH:14]=1)[CH2:24][CH2:23][N:22]([CH2:25][CH2:26][CH2:27][C:28]([O:30][C:31]([CH3:34])([CH3:33])[CH3:32])=[O:29])[CH2:21][CH2:20]3.C1(P(C2C=CC=CC=2)C2C=CC=CC=2)C=CC=CC=1.CC(OC(/N=N/C(OC(C)C)=O)=O)C. (2) Given the product [Br:1][C:2]1[CH:3]=[C:4]2[C:5]([C:6](=[O:7])[N:15]([CH3:16])[CH:14]=[N:11]2)=[CH:9][CH:10]=1, predict the reactants needed to synthesize it. The reactants are: [Br:1][C:2]1[CH:10]=[CH:9][C:5]([C:6](O)=[O:7])=[C:4]([N+:11]([O-])=O)[CH:3]=1.[CH3:14][NH:15][CH:16]=O. (3) Given the product [CH2:20]([N:22]1[C:23](=[O:24])[N:10]([C:7]2[CH:6]=[CH:5][C:4]([N+:1]([O-:3])=[O:2])=[CH:9][CH:8]=2)[C:11](=[O:14])[S:12]1)[CH3:21], predict the reactants needed to synthesize it. The reactants are: [N+:1]([C:4]1[CH:9]=[CH:8][C:7]([N:10]=[C:11]=[S:12])=[CH:6][CH:5]=1)([O-:3])=[O:2].Cl.[O-:14][Mn](=O)(=O)=O.[K+].[CH2:20]([N:22]=[C:23]=[O:24])[CH3:21].